This data is from Full USPTO retrosynthesis dataset with 1.9M reactions from patents (1976-2016). The task is: Predict the reactants needed to synthesize the given product. Given the product [CH:43]1([NH:46][C:2]2[N:7]=[C:6]([C:8]3[CH:9]=[C:10]4[C:14](=[CH:15][CH:16]=3)[N:13]([CH:17]3[CH2:22][CH2:21][CH2:20][CH2:19][O:18]3)[N:12]=[C:11]4[C:23]3[N:28]=[C:27]([O:29][C@@H:30]4[CH2:35][CH2:34][CH2:33][N:32]([C:36]([O:38][C:39]([CH3:42])([CH3:40])[CH3:41])=[O:37])[CH2:31]4)[CH:26]=[N:25][CH:24]=3)[CH:5]=[CH:4][N:3]=2)[CH2:45][CH2:44]1, predict the reactants needed to synthesize it. The reactants are: Cl[C:2]1[N:7]=[C:6]([C:8]2[CH:9]=[C:10]3[C:14](=[CH:15][CH:16]=2)[N:13]([CH:17]2[CH2:22][CH2:21][CH2:20][CH2:19][O:18]2)[N:12]=[C:11]3[C:23]2[N:28]=[C:27]([O:29][C@@H:30]3[CH2:35][CH2:34][CH2:33][N:32]([C:36]([O:38][C:39]([CH3:42])([CH3:41])[CH3:40])=[O:37])[CH2:31]3)[CH:26]=[N:25][CH:24]=2)[CH:5]=[CH:4][N:3]=1.[CH:43]1([NH2:46])[CH2:45][CH2:44]1.CCN(C(C)C)C(C)C.Cl.